This data is from Forward reaction prediction with 1.9M reactions from USPTO patents (1976-2016). The task is: Predict the product of the given reaction. (1) Given the reactants [Cl:1][C:2]1[CH:27]=[CH:26][C:5]([CH2:6][N:7]2[C:15]3[C:10](=[CH:11][C:12]([CH:16]=[C:17]4[S:21][C:20](SCC)=[N:19][C:18]4=[O:25])=[CH:13][CH:14]=3)[CH:9]=[N:8]2)=[C:4]([C:28]([F:31])([F:30])[F:29])[CH:3]=1.[CH3:32][N:33]([CH3:43])[C:34](=[O:42])[CH2:35][N:36]1[CH2:41][CH2:40][NH:39][CH2:38][CH2:37]1, predict the reaction product. The product is: [Cl:1][C:2]1[CH:27]=[CH:26][C:5]([CH2:6][N:7]2[C:15]3[C:10](=[CH:11][C:12]([CH:16]=[C:17]4[S:21][C:20]([N:39]5[CH2:38][CH2:37][N:36]([CH2:35][C:34]([N:33]([CH3:43])[CH3:32])=[O:42])[CH2:41][CH2:40]5)=[N:19][C:18]4=[O:25])=[CH:13][CH:14]=3)[CH:9]=[N:8]2)=[C:4]([C:28]([F:31])([F:30])[F:29])[CH:3]=1. (2) Given the reactants C([O:9][CH2:10][CH2:11][O:12][CH2:13][CH2:14][N:15]1[C:23]2[C:22](Cl)=[N:21][CH:20]=[N:19][C:18]=2[CH:17]=[CH:16]1)(=O)C1C=CC=CC=1.[C:25]([O:29][C:30](=[O:51])[NH:31][C:32]1[CH:37]=[C:36]([C:38]([F:41])([F:40])[F:39])[CH:35]=[C:34]([O:42][C:43]2[CH:48]=[CH:47][C:46]([NH2:49])=[CH:45][C:44]=2[Cl:50])[CH:33]=1)([CH3:28])([CH3:27])[CH3:26].C(O)(C)C.[OH-].[Na+], predict the reaction product. The product is: [C:25]([O:29][C:30](=[O:51])[NH:31][C:32]1[CH:37]=[C:36]([C:38]([F:41])([F:40])[F:39])[CH:35]=[C:34]([O:42][C:43]2[CH:48]=[CH:47][C:46]([NH:49][C:22]3[C:23]4[N:15]([CH2:14][CH2:13][O:12][CH2:11][CH2:10][OH:9])[CH:16]=[CH:17][C:18]=4[N:19]=[CH:20][N:21]=3)=[CH:45][C:44]=2[Cl:50])[CH:33]=1)([CH3:28])([CH3:26])[CH3:27]. (3) Given the reactants [Br:1][C:2]1[N:6]([C@@H:7]2[O:24][CH2:23][C@@H:18]([O:19]C(=O)C)[C@@H:13]([O:14]C(=O)C)[C@H:8]2[O:9]C(=O)C)[C:5]2[CH:25]=[CH:26][C:27]([Cl:29])=[CH:28][C:4]=2[N:3]=1.[Li+].[OH-], predict the reaction product. The product is: [Br:1][C:2]1[N:6]([C@@H:7]2[O:24][CH2:23][C@@H:18]([OH:19])[C@@H:13]([OH:14])[C@H:8]2[OH:9])[C:5]2[CH:25]=[CH:26][C:27]([Cl:29])=[CH:28][C:4]=2[N:3]=1. (4) Given the reactants [N:1]1[CH:6]=[CH:5][CH:4]=[N:3][C:2]=1[C:7]1[CH:15]=[CH:14][CH:13]=[CH:12][C:8]=1[C:9]([OH:11])=O.[CH3:16][C:17]1[O:21][C:20]([C@@H:22]2[CH2:27][CH2:26][C@@H:25]([CH3:28])[NH:24][CH2:23]2)=[N:19][C:18]=1[C:29]([OH:32])([CH3:31])[CH3:30].CCN(C(C)C)C(C)C.C(P1(=O)OP(CCC)(=O)OP(CCC)(=O)O1)CC, predict the reaction product. The product is: [OH:32][C:29]([C:18]1[N:19]=[C:20]([C@H:22]2[CH2:23][N:24]([C:9]([C:8]3[CH:12]=[CH:13][CH:14]=[CH:15][C:7]=3[C:2]3[N:1]=[CH:6][CH:5]=[CH:4][N:3]=3)=[O:11])[C@H:25]([CH3:28])[CH2:26][CH2:27]2)[O:21][C:17]=1[CH3:16])([CH3:31])[CH3:30].